This data is from Forward reaction prediction with 1.9M reactions from USPTO patents (1976-2016). The task is: Predict the product of the given reaction. (1) Given the reactants [N:1]1[C:9]2[C:4](=[N:5][CH:6]=[C:7]([C:10](O)=[O:11])[CH:8]=2)[S:3][N:2]=1.C(OC(Cl)=O)C(C)C.[BH4-].[Na+], predict the reaction product. The product is: [N:1]1[C:9]2[C:4](=[N:5][CH:6]=[C:7]([CH2:10][OH:11])[CH:8]=2)[S:3][N:2]=1. (2) Given the reactants [CH3:1][C:2]1[NH:3][C:4]2[CH:10]=[CH:9][CH:8]=[CH:7][C:5]=2[N:6]=1.[H-].[Na+].[N:13]1[C:20]([Cl:21])=[N:19][C:17](Cl)=[N:16][C:14]=1[Cl:15], predict the reaction product. The product is: [Cl:15][C:14]1[N:13]=[C:20]([Cl:21])[N:19]=[C:17]([N:3]2[C:4]3[CH:10]=[CH:9][CH:8]=[CH:7][C:5]=3[N:6]=[C:2]2[CH3:1])[N:16]=1. (3) Given the reactants [Cl:1][C:2]1[CH:7]=[CH:6][NH:5][C:4](=[O:8])[C:3]=1[N+:9]([O-:11])=[O:10].[H-].[Na+].I[CH3:15], predict the reaction product. The product is: [Cl:1][C:2]1[CH:7]=[CH:6][N:5]([CH3:15])[C:4](=[O:8])[C:3]=1[N+:9]([O-:11])=[O:10]. (4) Given the reactants [Cl-].[Li+].[CH3:3][O:4][C:5]([CH2:7]P(OC)(OC)=O)=[O:6].C1CCN2C(=NCCC2)CC1.[CH3:25][C:26]([C:28]1[CH:33]=[CH:32][CH:31]=[C:30]([O:34][CH2:35][C:36]2[CH:41]=[CH:40][CH:39]=[CH:38][CH:37]=2)[CH:29]=1)=O, predict the reaction product. The product is: [C:36]1([CH2:35][O:34][C:30]2[CH:29]=[C:28](/[C:26](/[CH3:25])=[CH:7]/[C:5]([O:4][CH3:3])=[O:6])[CH:33]=[CH:32][CH:31]=2)[CH:37]=[CH:38][CH:39]=[CH:40][CH:41]=1. (5) Given the reactants [NH4+:1].[Cl-].C[Al](C)C.[C:7]([C:9]1[C:10]2[CH2:23][CH2:22][CH2:21][CH2:20][C:11]=2[S:12][C:13]=1[NH:14][C:15]([CH:17]1[CH2:19][CH2:18]1)=[O:16])#[N:8], predict the reaction product. The product is: [C:7]([C:9]1[C:10]2[CH2:23][CH2:22][CH2:21][CH2:20][C:11]=2[S:12][C:13]=1[NH:14][C:15]([CH:17]1[CH2:19][CH2:18]1)=[O:16])(=[NH:1])[NH2:8]. (6) Given the reactants C([O:3][C:4]([CH:6]1[CH2:11][CH2:10][CH:9]([NH:12][C:13]2[N:18]=[C:17]([N:19]3[C:27]4[C:22](=[CH:23][CH:24]=[CH:25][CH:26]=4)[C:21]([C:28](=[O:30])[NH2:29])=[CH:20]3)[CH:16]=[CH:15][N:14]=2)[CH2:8][CH2:7]1)=[O:5])C.[Li+].[OH-], predict the reaction product. The product is: [C:28]([C:21]1[C:22]2[C:27](=[CH:26][CH:25]=[CH:24][CH:23]=2)[N:19]([C:17]2[CH:16]=[CH:15][N:14]=[C:13]([NH:12][CH:9]3[CH2:8][CH2:7][CH:6]([C:4]([OH:5])=[O:3])[CH2:11][CH2:10]3)[N:18]=2)[CH:20]=1)(=[O:30])[NH2:29]. (7) Given the reactants [Cl:1][C:2]1[CH:3]=[C:4]([CH2:14][N:15]2[C:19]([CH3:20])=[CH:18][C:17]([C:21](Cl)=[O:22])=[N:16]2)[C:5]2[O:9][C:8]([CH:10]([CH3:12])[CH3:11])=[CH:7][C:6]=2[CH:13]=1.[O:24]1[CH2:29][CH2:28][CH:27]([NH2:30])[CH2:26][CH2:25]1.C(N(CC)CC)C, predict the reaction product. The product is: [Cl:1][C:2]1[CH:3]=[C:4]([CH2:14][N:15]2[C:19]([CH3:20])=[CH:18][C:17]([C:21]([NH:30][CH:27]3[CH2:28][CH2:29][O:24][CH2:25][CH2:26]3)=[O:22])=[N:16]2)[C:5]2[O:9][C:8]([CH:10]([CH3:12])[CH3:11])=[CH:7][C:6]=2[CH:13]=1. (8) Given the reactants FC(F)(F)C(O)=O.C(C1C2C(=CC=CC=2)N(C2N=C(C3CCNCC3)ON=2)N=1)C.C(OC(N1CCC[C@H]1C=O)=O)(C)(C)C.FC(F)(F)C(O)=O.[F:51][C:52]1[CH:53]=[CH:54][CH:55]=[C:56]2[C:60]=1[N:59]([C:61]1[N:65]=[C:64]([C:66]3([F:72])[CH2:71][CH2:70][NH:69][CH2:68][CH2:67]3)[O:63][N:62]=1)[N:58]=[C:57]2[CH:73]([CH3:75])[CH3:74].[C:76]([N:79]1[CH2:84][CH2:83][C:82](=O)[CH2:81][CH2:80]1)(=[O:78])[CH3:77], predict the reaction product. The product is: [F:72][C:66]1([C:64]2[O:63][N:62]=[C:61]([N:59]3[C:60]4[C:56](=[CH:55][CH:54]=[CH:53][C:52]=4[F:51])[C:57]([CH:73]([CH3:75])[CH3:74])=[N:58]3)[N:65]=2)[CH2:67][CH2:68][N:69]([CH:82]2[CH2:83][CH2:84][N:79]([C:76](=[O:78])[CH3:77])[CH2:80][CH2:81]2)[CH2:70][CH2:71]1. (9) Given the reactants [N+:1]([C:4]1[CH:10]=[CH:9][CH:8]=[CH:7][C:5]=1[NH2:6])([O-:3])=[O:2].Br[C:12]1[CH:17]=[CH:16][CH:15]=[CH:14][N:13]=1.C(=O)([O-])[O-].[K+].[K+], predict the reaction product. The product is: [N+:1]([C:4]1[CH:10]=[CH:9][CH:8]=[CH:7][C:5]=1[NH:6][C:12]1[CH:17]=[CH:16][CH:15]=[CH:14][N:13]=1)([O-:3])=[O:2]. (10) Given the reactants I[CH2:2][CH3:3].CN(C=O)C.[OH:9][C:10]1[CH:19]=[C:18]([I:20])[CH:17]=[CH:16][C:11]=1[C:12]([O:14][CH3:15])=[O:13].C(=O)([O-])[O-].[K+].[K+], predict the reaction product. The product is: [CH2:2]([O:9][C:10]1[CH:19]=[C:18]([I:20])[CH:17]=[CH:16][C:11]=1[C:12]([O:14][CH3:15])=[O:13])[CH3:3].